Dataset: Forward reaction prediction with 1.9M reactions from USPTO patents (1976-2016). Task: Predict the product of the given reaction. (1) Given the reactants [CH:1]([C:4]1[C:13]2[O:12][CH2:11][C:10](=[O:14])[NH:9][C:8]=2[CH:7]=[CH:6][CH:5]=1)([CH3:3])[CH3:2].C(=O)([O-])[O-].[K+].[K+].[C:21]([O:25][CH3:26])(=[O:24])[CH:22]=[CH2:23].O, predict the reaction product. The product is: [CH3:26][O:25][C:21](=[O:24])[CH2:22][CH2:23][N:9]1[C:8]2[CH:7]=[CH:6][CH:5]=[C:4]([CH:1]([CH3:3])[CH3:2])[C:13]=2[O:12][CH2:11][C:10]1=[O:14]. (2) Given the reactants [NH:1]1[CH2:6][CH2:5][CH2:4][C@@H:3]([NH:7][C:8](=[O:14])[O:9][C:10]([CH3:13])([CH3:12])[CH3:11])[CH2:2]1.[Br:15][C:16]1[C:17](F)=[C:18]2[C:24]([NH:25][C:26](=[O:34])[C:27]3[CH:32]=[C:31]([CH3:33])[CH:30]=[N:29][CH:28]=3)=[CH:23][NH:22][C:19]2=[N:20][CH:21]=1, predict the reaction product. The product is: [Br:15][C:16]1[C:17]([N:1]2[CH2:6][CH2:5][CH2:4][C@@H:3]([NH:7][C:8](=[O:14])[O:9][C:10]([CH3:11])([CH3:13])[CH3:12])[CH2:2]2)=[C:18]2[C:24]([NH:25][C:26](=[O:34])[C:27]3[CH:32]=[C:31]([CH3:33])[CH:30]=[N:29][CH:28]=3)=[CH:23][NH:22][C:19]2=[N:20][CH:21]=1. (3) Given the reactants [O:1]1[CH2:3][CH:2]1[C:4]1[CH:9]=[CH:8][C:7]([C:10]2[N:14]=[C:13]([C:15]3[C:19]([CH2:20][CH2:21][CH3:22])=[C:18]([C:23]4[CH:28]=[CH:27][CH:26]=[CH:25][CH:24]=4)[O:17][N:16]=3)[O:12][N:11]=2)=[CH:6][CH:5]=1.[Br:29][Si](CC)(CC)CC, predict the reaction product. The product is: [Br:29][CH2:3][CH:2]([C:4]1[CH:9]=[CH:8][C:7]([C:10]2[N:14]=[C:13]([C:15]3[C:19]([CH2:20][CH2:21][CH3:22])=[C:18]([C:23]4[CH:28]=[CH:27][CH:26]=[CH:25][CH:24]=4)[O:17][N:16]=3)[O:12][N:11]=2)=[CH:6][CH:5]=1)[OH:1]. (4) Given the reactants [C:1]([O:5][C:6](=[O:25])[NH:7][C:8]1[CH2:9][O:10][CH2:11][C@:12]([C:17]2[CH:22]=[C:21]([NH2:23])[CH:20]=[CH:19][C:18]=2[F:24])([CH:14]([F:16])[F:15])[N:13]=1)([CH3:4])([CH3:3])[CH3:2].[C:26]([C:28]1[CH:29]=[C:30]([CH3:37])[C:31]([C:34](O)=[O:35])=[N:32][CH:33]=1)#[N:27].CN1CCOCC1.ClC(OCC(C)C)=O, predict the reaction product. The product is: [C:1]([O:5][C:6](=[O:25])[NH:7][C:8]1[CH2:9][O:10][CH2:11][C@:12]([C:17]2[CH:22]=[C:21]([NH:23][C:34]([C:31]3[C:30]([CH3:37])=[CH:29][C:28]([C:26]#[N:27])=[CH:33][N:32]=3)=[O:35])[CH:20]=[CH:19][C:18]=2[F:24])([CH:14]([F:16])[F:15])[N:13]=1)([CH3:4])([CH3:2])[CH3:3]. (5) Given the reactants F[C:2]1[CH:3]=[C:4]([C:9]2[CH:10]=[C:11]([CH2:20][O:21][S:22]([CH3:25])(=[O:24])=[O:23])[C:12](=[O:19])[N:13]([CH2:15][CH:16]([CH3:18])[CH3:17])[N:14]=2)[CH:5]=[CH:6][C:7]=1C.OCC1C(=O)N(CC(C)C)N=C(C2C=CC=CC=2)C=1, predict the reaction product. The product is: [CH2:15]([N:13]1[C:12](=[O:19])[C:11]([CH2:20][O:21][S:22]([CH3:25])(=[O:23])=[O:24])=[CH:10][C:9]([C:4]2[CH:3]=[CH:2][CH:7]=[CH:6][CH:5]=2)=[N:14]1)[CH:16]([CH3:18])[CH3:17]. (6) The product is: [O:41]=[S:37]1(=[O:40])[CH2:36][CH2:35][CH:34]([S:31]([C:26]2[CH:25]=[CH:30][CH:29]=[CH:28][C:27]=2[C:6]2[CH:5]=[CH:4][C:3]([C:17]3[N:18]=[CH:19][C:20]([NH2:23])=[N:21][CH:22]=3)=[C:2]([F:1])[CH:7]=2)(=[O:33])=[O:32])[CH2:39][CH2:38]1. Given the reactants [F:1][C:2]1[CH:7]=[C:6](B2OC(C)(C)C(C)(C)O2)[CH:5]=[CH:4][C:3]=1[C:17]1[N:18]=[CH:19][C:20]([NH2:23])=[N:21][CH:22]=1.Br[C:25]1[CH:30]=[CH:29][CH:28]=[CH:27][C:26]=1[S:31]([CH:34]1[CH2:39][CH2:38][S:37](=[O:41])(=[O:40])[CH2:36][CH2:35]1)(=[O:33])=[O:32], predict the reaction product. (7) Given the reactants [Cl:1][C:2]1[C:7]([Cl:8])=[C:6]([C:9]([OH:18])([C:14]([F:17])([F:16])[F:15])[C:10]([F:13])([F:12])[F:11])[CH:5]=[CH:4][C:3]=1[C:19]1[S:23][C:22]([C:24]([N:26]2[CH2:31][CH2:30][S:29](=[O:32])[CH2:28][CH2:27]2)=[O:25])=[N:21][C:20]=1[C:33]([N:35]([CH2:38][CH3:39])[CH2:36][CH3:37])=[O:34].[F:40][C:41]([F:46])([F:45])[C:42]([NH2:44])=[O:43].C(OI(C1C=CC=CC=1)OC(=O)C)(=O)C, predict the reaction product. The product is: [Cl:1][C:2]1[C:7]([Cl:8])=[C:6]([C:9]([OH:18])([C:10]([F:12])([F:11])[F:13])[C:14]([F:15])([F:17])[F:16])[CH:5]=[CH:4][C:3]=1[C:19]1[S:23][C:22]([C:24]([N:26]2[CH2:27][CH2:28][S:29](=[O:32])(=[N:44][C:42](=[O:43])[C:41]([F:46])([F:45])[F:40])[CH2:30][CH2:31]2)=[O:25])=[N:21][C:20]=1[C:33]([N:35]([CH2:38][CH3:39])[CH2:36][CH3:37])=[O:34].